Dataset: Forward reaction prediction with 1.9M reactions from USPTO patents (1976-2016). Task: Predict the product of the given reaction. (1) Given the reactants Cl.[CH3:2][N:3]([CH3:27])[CH:4]1[CH2:9][CH2:8][N:7]([C:10](=[O:26])[CH2:11][CH2:12][C:13]2[N:14]([CH2:18][C:19]([O:21][C:22](C)(C)C)=[O:20])[CH:15]=[CH:16][N:17]=2)[CH2:6][CH2:5]1.CO.C(=O)([O-])[O-].[K+].[K+], predict the reaction product. The product is: [CH3:27][N:3]([CH3:2])[CH:4]1[CH2:9][CH2:8][N:7]([C:10](=[O:26])[CH2:11][CH2:12][C:13]2[N:14]([CH2:18][C:19]([O:21][CH3:22])=[O:20])[CH:15]=[CH:16][N:17]=2)[CH2:6][CH2:5]1. (2) Given the reactants [CH3:1][C:2]([CH3:16])([CH3:15])[CH2:3][CH2:4][C:5]1(C(OC)=O)[CH2:9][CH2:8][CH2:7][C:6]1=[O:10], predict the reaction product. The product is: [CH3:1][C:2]([CH3:16])([CH3:15])[CH2:3][CH2:4][CH:5]1[CH2:9][CH2:8][CH2:7][C:6]1=[O:10]. (3) Given the reactants CO[C:3]1[CH:30]=[CH:29][C:6]([CH2:7][NH:8][CH2:9][CH2:10][NH:11][C:12]([C:14]2[S:15][CH:16]=[CH:17][C:18]=2[NH:19][C:20]2[CH:25]=[CH:24][N:23]=[C:22]3[NH:26][CH:27]=[CH:28][C:21]=23)=[O:13])=[CH:5][CH:4]=1.[CH3:31][O:32]C1C=C(C=CC=1)C=O, predict the reaction product. The product is: [CH3:31][O:32][C:4]1[CH:5]=[C:6]([CH:29]=[CH:30][CH:3]=1)[CH2:7][NH:8][CH2:9][CH2:10][NH:11][C:12]([C:14]1[S:15][CH:16]=[CH:17][C:18]=1[NH:19][C:20]1[CH:25]=[CH:24][N:23]=[C:22]2[NH:26][CH:27]=[CH:28][C:21]=12)=[O:13]. (4) Given the reactants [Cl:1][C:2]1[CH:7]=[C:6]([Cl:8])[CH:5]=[CH:4][C:3]=1[C:9]1[N:10]=[C:11]([CH:14]([NH:23][C:24]([CH:26]2[CH2:31][CH2:30][CH:29]([CH2:32][CH3:33])[CH2:28][CH2:27]2)=[O:25])[CH2:15][C:16]2[CH:21]=[CH:20][C:19]([OH:22])=[CH:18][CH:17]=2)[NH:12][CH:13]=1.Br[CH2:35][C:36]#[C:37][CH3:38], predict the reaction product. The product is: [CH2:35]([N:12]1[CH:13]=[C:9]([C:3]2[CH:4]=[CH:5][C:6]([Cl:8])=[CH:7][C:2]=2[Cl:1])[N:10]=[C:11]1[C@@H:14]([NH:23][C:24]([C@H:26]1[CH2:27][CH2:28][C@H:29]([CH2:32][CH3:33])[CH2:30][CH2:31]1)=[O:25])[CH2:15][C:16]1[CH:21]=[CH:20][C:19]([OH:22])=[CH:18][CH:17]=1)[C:36]#[C:37][CH3:38]. (5) Given the reactants [CH2:1]([N:8]1[CH:16]=[C:15]2[C:10]([CH:11]=[C:12]([C:17]3[CH:18]=[C:19]([CH:27]4[CH2:32][CH2:31][NH:30][CH2:29][CH2:28]4)[N:20]4[C:25]=3[C:24]([NH2:26])=[N:23][CH:22]=[N:21]4)[CH:13]=[CH:14]2)=[N:9]1)[C:2]1[CH:7]=[CH:6][CH:5]=[CH:4][CH:3]=1.C(N(CC)C(C)C)(C)C.Cl[CH2:43][C:44]([N:46]([CH3:48])[CH3:47])=[O:45], predict the reaction product. The product is: [NH2:26][C:24]1[C:25]2=[C:17]([C:12]3[CH:13]=[CH:14][C:15]4[C:10]([CH:11]=3)=[N:9][N:8]([CH2:1][C:2]3[CH:3]=[CH:4][CH:5]=[CH:6][CH:7]=3)[CH:16]=4)[CH:18]=[C:19]([CH:27]3[CH2:32][CH2:31][N:30]([CH2:43][C:44]([N:46]([CH3:48])[CH3:47])=[O:45])[CH2:29][CH2:28]3)[N:20]2[N:21]=[CH:22][N:23]=1. (6) Given the reactants [F:1][C:2]1[CH:27]=[CH:26][CH:25]=[C:24]([F:28])[C:3]=1[C:4]([NH:6][C:7]1[CH:11]=[CH:10][N:9]([CH2:12][C:13]2[CH:18]=[CH:17][C:16]([OH:19])=[CH:15][C:14]=2[C:20]([F:23])([F:22])[F:21])[N:8]=1)=[O:5].CC(C)([O-])C.[K+].Br[CH2:36][CH2:37][CH2:38][C:39]([O:41][CH2:42][CH3:43])=[O:40], predict the reaction product. The product is: [F:28][C:24]1[CH:25]=[CH:26][CH:27]=[C:2]([F:1])[C:3]=1[C:4]([NH:6][C:7]1[CH:11]=[CH:10][N:9]([CH2:12][C:13]2[CH:18]=[CH:17][C:16]([O:19][CH2:36][CH2:37][CH2:38][C:39]([O:41][CH2:42][CH3:43])=[O:40])=[CH:15][C:14]=2[C:20]([F:23])([F:21])[F:22])[N:8]=1)=[O:5]. (7) Given the reactants ClC1C=C(C2NC([C@@H]3C[C@@H](F)CN3)=NC=2)C=CC=1.N([C:22]1[C:30]2[C:25](=[CH:26][CH:27]=[CH:28][CH:29]=2)[N:24]([C:31]([NH2:33])=[O:32])[CH:23]=1)=C=O, predict the reaction product. The product is: [N:24]1([C:31]([NH2:33])=[O:32])[C:25]2[C:30](=[CH:29][CH:28]=[CH:27][CH:26]=2)[CH:22]=[CH:23]1. (8) Given the reactants [H-].[Na+].[N:3]1([C:8]2[CH:13]=[CH:12][C:11]([OH:14])=[CH:10][CH:9]=2)[CH:7]=[CH:6][CH:5]=[CH:4]1.[C:15]([O:19][C:20]([N:22]1[CH2:26][CH2:25][CH2:24][C@@H:23]1[CH2:27]OS(C1C=CC(C)=CC=1)(=O)=O)=[O:21])([CH3:18])([CH3:17])[CH3:16], predict the reaction product. The product is: [C:15]([O:19][C:20]([N:22]1[CH2:26][CH2:25][CH2:24][C@@H:23]1[CH2:27][O:14][C:11]1[CH:12]=[CH:13][C:8]([N:3]2[CH:4]=[CH:5][CH:6]=[CH:7]2)=[CH:9][CH:10]=1)=[O:21])([CH3:18])([CH3:16])[CH3:17]. (9) Given the reactants C(O)(=O)C.[F:5][C:6]1[C:11]([O:12][CH2:13][CH2:14][OH:15])=[CH:10][C:9]([O:16][CH3:17])=[CH:8][C:7]=1[CH:18]([NH:31][C:32]1[CH:40]=[CH:39][C:35]([C:36]([NH2:38])=[NH:37])=[CH:34][CH:33]=1)[C:19]1[NH:23][C:22](=[O:24])[N:21]([C:25]2[N:30]=[CH:29][CH:28]=[CH:27][N:26]=2)[N:20]=1.CN(C=O)C.[N+](C1C=CC([O:55][C:56](=O)[C:57]2[CH:62]=[CH:61][CH:60]=[CH:59][CH:58]=2)=CC=1)([O-])=O.C(N(CC)CC)C, predict the reaction product. The product is: [NH2:37][C:36](=[N:38][C:56](=[O:55])[C:57]1[CH:62]=[CH:61][CH:60]=[CH:59][CH:58]=1)[C:35]1[CH:34]=[CH:33][C:32]([NH:31][CH:18]([C:7]2[CH:8]=[C:9]([O:16][CH3:17])[CH:10]=[C:11]([O:12][CH2:13][CH2:14][OH:15])[C:6]=2[F:5])[C:19]2[NH:23][C:22](=[O:24])[N:21]([C:25]3[N:26]=[CH:27][CH:28]=[CH:29][N:30]=3)[N:20]=2)=[CH:40][CH:39]=1.